Dataset: Full USPTO retrosynthesis dataset with 1.9M reactions from patents (1976-2016). Task: Predict the reactants needed to synthesize the given product. (1) Given the product [OH:4][P:1]([C:12]1[CH:11]=[C:10](/[CH:14]=[CH:15]/[C:16]([O:18][C:19]([CH3:22])([CH3:21])[CH3:20])=[O:17])[CH:9]=[CH:8][CH:13]=1)([O:2][CH3:3])=[O:6], predict the reactants needed to synthesize it. The reactants are: [P:1]([O-:6])([O:4]C)[O:2][CH3:3].Br[C:8]1[CH:9]=[C:10](/[CH:14]=[CH:15]/[C:16]([O:18][C:19]([CH3:22])([CH3:21])[CH3:20])=[O:17])[CH:11]=[CH:12][CH:13]=1.C(N(CC)CC)C. (2) Given the product [CH3:1][O:2][C:3]1[CH:10]=[CH:9][C:6]([C:7]#[N:8])=[C:5]([NH2:11])[CH:4]=1, predict the reactants needed to synthesize it. The reactants are: [CH3:1][O:2][C:3]1[CH:10]=[CH:9][C:6]([C:7]#[N:8])=[C:5]([N+:11]([O-])=O)[CH:4]=1. (3) Given the product [Cl:1][C:2]1[CH:3]=[C:4]([NH:19][C:20]2[C:30]3[CH:29]=[C:28]([CH2:31][OH:32])[CH2:27][CH2:26][NH:25][C:24]=3[N:23]=[CH:22][N:21]=2)[CH:5]=[CH:6][C:7]=1[O:8][C:9]1[CH:14]=[CH:13][CH:12]=[C:11]([C:15]([F:18])([F:16])[F:17])[CH:10]=1, predict the reactants needed to synthesize it. The reactants are: [Cl:1][C:2]1[CH:3]=[C:4]([NH:19][C:20]2[C:30]3[CH:29]=[C:28]([C:31](O)=[O:32])[CH2:27][CH2:26][NH:25][C:24]=3[N:23]=[CH:22][N:21]=2)[CH:5]=[CH:6][C:7]=1[O:8][C:9]1[CH:14]=[CH:13][CH:12]=[C:11]([C:15]([F:18])([F:17])[F:16])[CH:10]=1.C(N(CC)CC)C.ClC(OCC(C)C)=O.[BH4-].[Na+]. (4) Given the product [CH:12]1([C:10]([C:15]2[C:23]3[C:18](=[C:19]([NH:24][S:25]([CH3:28])(=[O:27])=[O:26])[CH:20]=[CH:21][CH:22]=3)[NH:17][CH:16]=2)([C:8]2[O:9][C:5]3[C:4]([F:30])=[CH:3][CH:2]=[CH:29][C:6]=3[CH:7]=2)[CH3:11])[CH2:14][CH2:13]1, predict the reactants needed to synthesize it. The reactants are: Cl[C:2]1[CH:3]=[C:4]([F:30])[C:5]2[O:9][C:8]([C:10]([C:15]3[C:23]4[C:18](=[C:19]([NH:24][S:25]([CH3:28])(=[O:27])=[O:26])[CH:20]=[CH:21][CH:22]=4)[NH:17][CH:16]=3)([CH:12]3[CH2:14][CH2:13]3)[CH3:11])=[CH:7][C:6]=2[CH:29]=1.C(N(CC)CC)C.C(O)C.